This data is from Full USPTO retrosynthesis dataset with 1.9M reactions from patents (1976-2016). The task is: Predict the reactants needed to synthesize the given product. (1) Given the product [Cl:2][C:3]1[CH:4]=[C:5]([N:9]2[C:13]([CH2:14][NH:15][C:38]([NH:37][C:34]3[CH:35]=[N:36][C:31]([N:30]([CH2:29][CH2:28][OH:27])[CH3:47])=[CH:32][CH:33]=3)=[O:39])=[CH:12][C:11]([C:16]([F:17])([F:18])[F:19])=[N:10]2)[CH:6]=[CH:7][CH:8]=1, predict the reactants needed to synthesize it. The reactants are: Cl.[Cl:2][C:3]1[CH:4]=[C:5]([N:9]2[C:13]([CH2:14][NH2:15])=[CH:12][C:11]([C:16]([F:19])([F:18])[F:17])=[N:10]2)[CH:6]=[CH:7][CH:8]=1.C(N(CC)CC)C.[OH:27][CH2:28][CH2:29][N:30]([CH3:47])[C:31]1[N:36]=[CH:35][C:34]([NH:37][C:38](=O)[O:39]C2C=CC=CC=2)=[CH:33][CH:32]=1. (2) The reactants are: [C:1]([O:5][C:6](=[O:25])[NH:7][C:8]1[CH2:9][O:10][CH2:11][C:12]([C:15]2[CH:20]=[C:19]([N:21]=[N+]=[N-])[CH:18]=[CH:17][C:16]=2[F:24])([CH3:14])[N:13]=1)([CH3:4])([CH3:3])[CH3:2]. Given the product [C:1]([O:5][C:6](=[O:25])[NH:7][C:8]1[CH2:9][O:10][CH2:11][C:12]([C:15]2[CH:20]=[C:19]([NH2:21])[CH:18]=[CH:17][C:16]=2[F:24])([CH3:14])[N:13]=1)([CH3:2])([CH3:3])[CH3:4], predict the reactants needed to synthesize it. (3) Given the product [CH3:31][N:29]1[CH:30]=[C:26]([N:21]2[CH:22]=[CH:23][C:24](=[O:25])[C:19]([CH2:18][O:17][C:13]3[CH:14]=[C:15]4[C:10](=[CH:11][CH:12]=3)[N:9]=[CH:8][C:7]([C:38]3[CH:37]=[N:36][N:35]([CH3:34])[CH:39]=3)=[CH:16]4)=[N:20]2)[CH:27]=[N:28]1, predict the reactants needed to synthesize it. The reactants are: FC(F)(F)S(O[C:7]1[CH:8]=[N:9][C:10]2[C:15]([CH:16]=1)=[CH:14][C:13]([O:17][CH2:18][C:19]1[C:24](=[O:25])[CH:23]=[CH:22][N:21]([C:26]3[CH:27]=[N:28][N:29]([CH3:31])[CH:30]=3)[N:20]=1)=[CH:12][CH:11]=2)(=O)=O.[CH3:34][N:35]1[CH:39]=[C:38](B2OC(C)(C)C(C)(C)O2)[CH:37]=[N:36]1.C([O-])([O-])=O.[Cs+].[Cs+]. (4) Given the product [CH2:1]([O:8][C:9]1[C:10]([CH2:17][N:18]([CH2:26][C:27]2[CH:32]=[C:31]([CH:33]3[NH:44][CH2:45][C:46]4([CH2:48][CH2:47]4)[CH2:49][O:34]3)[CH:30]=[C:29]([CH2:35][O:36][Si:37]([C:40]([CH3:43])([CH3:42])[CH3:41])([CH3:39])[CH3:38])[N:28]=2)[C:19](=[O:25])[O:20][C:21]([CH3:24])([CH3:23])[CH3:22])=[N:11][C:12]([O:15][CH3:16])=[CH:13][CH:14]=1)[C:2]1[CH:7]=[CH:6][CH:5]=[CH:4][CH:3]=1, predict the reactants needed to synthesize it. The reactants are: [CH2:1]([O:8][C:9]1[C:10]([CH2:17][N:18]([CH2:26][C:27]2[CH:32]=[C:31]([CH:33]=[O:34])[CH:30]=[C:29]([CH2:35][O:36][Si:37]([C:40]([CH3:43])([CH3:42])[CH3:41])([CH3:39])[CH3:38])[N:28]=2)[C:19](=[O:25])[O:20][C:21]([CH3:24])([CH3:23])[CH3:22])=[N:11][C:12]([O:15][CH3:16])=[CH:13][CH:14]=1)[C:2]1[CH:7]=[CH:6][CH:5]=[CH:4][CH:3]=1.[NH2:44][CH2:45][C:46]1([CH2:49]O)[CH2:48][CH2:47]1. (5) Given the product [Br:19][C:16]1[CH:17]=[CH:18][C:13]([O:12][C:8]2[CH:7]=[C:6]([CH2:5][C:4]([OH:27])=[O:3])[CH:11]=[CH:10][CH:9]=2)=[C:14]([CH2:20][N:21]2[CH2:25][CH2:24][O:23][C:22]2=[O:26])[CH:15]=1, predict the reactants needed to synthesize it. The reactants are: C([O:3][C:4](=[O:27])[CH2:5][C:6]1[CH:11]=[CH:10][CH:9]=[C:8]([O:12][C:13]2[CH:18]=[CH:17][C:16]([Br:19])=[CH:15][C:14]=2[CH2:20][N:21]2[CH2:25][CH2:24][O:23][C:22]2=[O:26])[CH:7]=1)C.[OH-].[Li+].